Task: Predict the reaction yield, written as a fraction of the theoretical maximum amount of product (1.0 means a 100% yield; for example, 0.34 means a 34% yield).. Dataset: Reaction yield outcomes from USPTO patents with 853,638 reactions (1) The reactants are [N+:1]([C:4]1[CH:9]=[CH:8][C:7]([N:10]2[CH:14]=[C:13]([C:15]([O:17][CH2:18][CH3:19])=[O:16])[N:12]=[C:11]2[S:20][C:21]2[CH:26]=[CH:25][C:24]([N+:27]([O-])=O)=[CH:23][CH:22]=2)=[CH:6][CH:5]=1)([O-])=O.[Cl-].[Ca+2].[Cl-].O. The catalyst is C(O)C.[Fe]. The product is [NH2:1][C:4]1[CH:9]=[CH:8][C:7]([N:10]2[CH:14]=[C:13]([C:15]([O:17][CH2:18][CH3:19])=[O:16])[N:12]=[C:11]2[S:20][C:21]2[CH:22]=[CH:23][C:24]([NH2:27])=[CH:25][CH:26]=2)=[CH:6][CH:5]=1. The yield is 0.780. (2) The reactants are [C:1]([O:5][C:6]([NH:8][CH2:9][C:10]1([C:17](OCC=C)=O)[CH2:15][CH2:14][CH2:13][CH2:12][C:11]1=[O:16])=[O:7])([CH3:4])([CH3:3])[CH3:2].[CH3:23][CH2:24]OC(C)=O. The catalyst is C1(C)C=CC=CC=1.C(Cl)Cl.C1C=CC(/C=C/C(/C=C/C2C=CC=CC=2)=O)=CC=1.C1C=CC(/C=C/C(/C=C/C2C=CC=CC=2)=O)=CC=1.C1C=CC(/C=C/C(/C=C/C2C=CC=CC=2)=O)=CC=1.[Pd].[Pd]. The product is [CH2:17]([C@:10]1([CH2:9][NH:8][C:6](=[O:7])[O:5][C:1]([CH3:2])([CH3:3])[CH3:4])[CH2:15][CH2:14][CH2:13][CH2:12][C:11]1=[O:16])[CH:23]=[CH2:24]. The yield is 0.940. (3) The reactants are [F:1][C:2]1[CH:3]=[C:4]2[C:9](=[C:10]([O:13][CH3:14])[C:11]=1[F:12])[N:8]([C:15]1[CH:20]=[CH:19][C:18]([CH2:21][N:22]3[CH2:26][CH2:25][CH2:24][CH2:23]3)=[CH:17][CH:16]=1)[CH:7]=[C:6]([C:27]([O:29]CC)=[O:28])[C:5]2=[O:32]. The catalyst is CCO.Cl.O. The product is [F:1][C:2]1[CH:3]=[C:4]2[C:9](=[C:10]([O:13][CH3:14])[C:11]=1[F:12])[N:8]([C:15]1[CH:16]=[CH:17][C:18]([CH2:21][N:22]3[CH2:26][CH2:25][CH2:24][CH2:23]3)=[CH:19][CH:20]=1)[CH:7]=[C:6]([C:27]([OH:29])=[O:28])[C:5]2=[O:32]. The yield is 0.930. (4) The reactants are [Cl:1][CH2:2][CH2:3][O:4][C:5]1[CH:12]=[CH:11][C:8]([CH2:9]O)=[CH:7][CH:6]=1.S(Br)([Br:15])=O. The catalyst is O1CCOCC1.CCOCC. The product is [Cl:1][CH2:2][CH2:3][O:4][C:5]1[CH:12]=[CH:11][C:8]([CH2:9][Br:15])=[CH:7][CH:6]=1. The yield is 0.580. (5) The reactants are [CH3:1][O-].[Na+].[I:4][C:5]1[CH:11]=[CH:10][C:8]([NH2:9])=[C:7]([CH3:12])[C:6]=1[CH3:13].C=O.[BH4-].[Na+].[OH-].[Na+]. The catalyst is CO. The product is [I:4][C:5]1[CH:11]=[CH:10][C:8]([NH:9][CH3:1])=[C:7]([CH3:12])[C:6]=1[CH3:13]. The yield is 0.880.